Predict the reactants needed to synthesize the given product. From a dataset of Full USPTO retrosynthesis dataset with 1.9M reactions from patents (1976-2016). (1) Given the product [CH3:21][S:22]([O:1][CH:2]1[CH2:7][CH2:6][S:5][CH2:4][CH:3]1[C:8]([O:10][CH3:11])=[O:9])(=[O:24])=[O:23], predict the reactants needed to synthesize it. The reactants are: [OH:1][CH:2]1[CH2:7][CH2:6][S:5][CH2:4][CH:3]1[C:8]([O:10][CH3:11])=[O:9].CCN(C(C)C)C(C)C.[CH3:21][S:22](Cl)(=[O:24])=[O:23]. (2) Given the product [CH3:33][O:32][C:18]1[CH:19]=[C:20]([B:23]2[O:27][C:26]([CH3:28])([CH3:29])[C:25]([CH3:30])([CH3:31])[O:24]2)[CH:21]=[CH:22][C:17]=1[NH:14][C:15](=[O:16])[O:13][C@H:11]([CH2:10][CH2:9][O:8][Si:1]([C:4]([CH3:7])([CH3:6])[CH3:5])([CH3:3])[CH3:2])[CH3:12], predict the reactants needed to synthesize it. The reactants are: [Si:1]([O:8][CH2:9][CH2:10][C@@H:11]([OH:13])[CH3:12])([C:4]([CH3:7])([CH3:6])[CH3:5])([CH3:3])[CH3:2].[N:14]([C:17]1[CH:22]=[CH:21][C:20]([B:23]2[O:27][C:26]([CH3:29])([CH3:28])[C:25]([CH3:31])([CH3:30])[O:24]2)=[CH:19][C:18]=1[O:32][CH3:33])=[C:15]=[O:16].